This data is from Full USPTO retrosynthesis dataset with 1.9M reactions from patents (1976-2016). The task is: Predict the reactants needed to synthesize the given product. (1) Given the product [C:15]([O:18][C@H:19]([CH3:25])[CH2:20][CH2:21][CH2:22][CH2:23][N:7]1[C:6](=[O:12])[CH:5]=[C:4]([NH2:3])[N:9]([CH3:10])[C:8]1=[O:11])(=[O:17])[CH3:16], predict the reactants needed to synthesize it. The reactants are: [H-].[Na+].[NH2:3][C:4]1[N:9]([CH3:10])[C:8](=[O:11])[NH:7][C:6](=[O:12])[CH:5]=1.[H][H].[C:15]([O:18][C@H:19]([CH3:25])[CH2:20][CH2:21][CH2:22][CH2:23]Cl)(=[O:17])[CH3:16].[Cl-].[Na+]. (2) Given the product [F:1][C:2]1[CH:3]=[CH:4][C:5]([O:6][CH2:7][CH2:8][O:9][C:10]2[CH:15]=[CH:14][C:13]([CH2:16][CH2:17][NH2:18])=[CH:12][C:11]=2[O:19][CH3:20])=[CH:21][CH:22]=1, predict the reactants needed to synthesize it. The reactants are: [F:1][C:2]1[CH:22]=[CH:21][C:5]([O:6][CH2:7][CH2:8][O:9][C:10]2[CH:15]=[CH:14][C:13]([CH2:16][C:17]#[N:18])=[CH:12][C:11]=2[O:19][CH3:20])=[CH:4][CH:3]=1.N. (3) The reactants are: [Cl:1][C:2]1[CH:7]=[CH:6][C:5]([C:8]23[NH:20][CH2:19][CH2:18][N:9]2[C:10](=[O:17])[C:11]2[N:12]([CH:14]=[CH:15][CH:16]=2)[CH2:13]3)=[CH:4][CH:3]=1.[Br:21]N1C(=O)CCC1=O. Given the product [Br:21][C:15]1[CH:16]=[C:11]2[C:10](=[O:17])[N:9]3[CH2:18][CH2:19][NH:20][C:8]3([C:5]3[CH:6]=[CH:7][C:2]([Cl:1])=[CH:3][CH:4]=3)[CH2:13][N:12]2[CH:14]=1.[Br:21][C:14]1[N:12]2[CH2:13][C:8]3([C:5]4[CH:6]=[CH:7][C:2]([Cl:1])=[CH:3][CH:4]=4)[NH:20][CH2:19][CH2:18][N:9]3[C:10](=[O:17])[C:11]2=[CH:16][CH:15]=1, predict the reactants needed to synthesize it. (4) Given the product [Cl:1][CH2:2][CH2:3][C:4]1[CH:5]=[C:6]([CH:10]=[CH:11][CH:12]=1)[C:7]([NH:26][CH2:25][C:24]1[CH:27]=[CH:28][CH:29]=[C:22]([CH2:21][O:13][Si:14]([C:17]([CH3:20])([CH3:19])[CH3:18])([CH3:15])[CH3:16])[CH:23]=1)=[O:8], predict the reactants needed to synthesize it. The reactants are: [Cl:1][CH2:2][CH2:3][C:4]1[CH:5]=[C:6]([CH:10]=[CH:11][CH:12]=1)[C:7](Cl)=[O:8].[O:13]([CH2:21][C:22]1[CH:23]=[C:24]([CH:27]=[CH:28][CH:29]=1)[CH2:25][NH2:26])[Si:14]([C:17]([CH3:20])([CH3:19])[CH3:18])([CH3:16])[CH3:15].C(N(CC)CC)C. (5) Given the product [C:1]([CH:5]1[CH2:10][CH2:9][C:8](=[CH2:12])[CH2:7][CH2:6]1)([CH3:4])([CH3:3])[CH3:2], predict the reactants needed to synthesize it. The reactants are: [C:1]([CH:5]1[CH2:10][CH2:9][C:8](=O)[CH2:7][CH2:6]1)([CH3:4])([CH3:3])[CH3:2].[CH2:12]1CC2C(CC(CC2)=O)CC1. (6) Given the product [Cl:3][C:4]1[CH:9]=[CH:8][C:7]([S:10]([NH:13][C:14]2[CH:19]=[C:18]([Cl:20])[CH:17]=[CH:16][C:15]=2[S:21]([CH:22]2[CH2:26][CH2:25][CH:24]([OH:27])[CH2:23]2)=[O:33])(=[O:12])=[O:11])=[CH:6][C:5]=1[C:28]([F:30])([F:29])[F:31], predict the reactants needed to synthesize it. The reactants are: [BH4-].[Na+].[Cl:3][C:4]1[CH:9]=[CH:8][C:7]([S:10]([NH:13][C:14]2[CH:19]=[C:18]([Cl:20])[CH:17]=[CH:16][C:15]=2[S:21][CH:22]2[CH2:26][CH2:25][C:24](=[O:27])[CH2:23]2)(=[O:12])=[O:11])=[CH:6][C:5]=1[C:28]([F:31])([F:30])[F:29].C[OH:33]. (7) Given the product [Br:7][CH2:30][C:29]([C:26]1[CH:27]=[CH:28][C:23]([O:22][CH2:21][C:16]2[CH:15]=[CH:14][C:13]3[C:18](=[CH:19][CH:20]=[C:11]([F:10])[CH:12]=3)[N:17]=2)=[CH:24][C:25]=1[C:32]1([C:37]2[CH:38]=[CH:39][CH:40]=[CH:41][CH:42]=2)[CH2:33][CH:34]([CH3:36])[CH2:35]1)=[O:31], predict the reactants needed to synthesize it. The reactants are: C1CNC(=O)C1.[Br:7][Br-]Br.[F:10][C:11]1[CH:12]=[C:13]2[C:18](=[CH:19][CH:20]=1)[N:17]=[C:16]([CH2:21][O:22][C:23]1[CH:28]=[CH:27][C:26]([C:29](=[O:31])[CH3:30])=[C:25]([C:32]3([C:37]4[CH:42]=[CH:41][CH:40]=[CH:39][CH:38]=4)[CH2:35][CH:34]([CH3:36])[CH2:33]3)[CH:24]=1)[CH:15]=[CH:14]2.C(=O)(O)[O-].[Na+].